The task is: Predict which catalyst facilitates the given reaction.. This data is from Catalyst prediction with 721,799 reactions and 888 catalyst types from USPTO. Reactant: C(N(CC)CC)C.[CH3:8][N:9]=[C:10]=[O:11].[Cl:12][C:13]1[CH:18]=[C:17]([C:19]([F:22])([F:21])[F:20])[CH:16]=[C:15]([Cl:23])[C:14]=1[O:24][C:25]1[CH:29]=[C:28]([CH3:30])[NH:27][N:26]=1.Cl. Product: [CH3:8][NH:9][C:10]([N:27]1[C:28]([CH3:30])=[CH:29][C:25]([O:24][C:14]2[C:15]([Cl:23])=[CH:16][C:17]([C:19]([F:22])([F:20])[F:21])=[CH:18][C:13]=2[Cl:12])=[N:26]1)=[O:11]. The catalyst class is: 13.